From a dataset of CYP2D6 inhibition data for predicting drug metabolism from PubChem BioAssay. Regression/Classification. Given a drug SMILES string, predict its absorption, distribution, metabolism, or excretion properties. Task type varies by dataset: regression for continuous measurements (e.g., permeability, clearance, half-life) or binary classification for categorical outcomes (e.g., BBB penetration, CYP inhibition). Dataset: cyp2d6_veith. (1) The drug is COc1ccc(Nc2ncc(C(=O)N3CCN(Cc4ccccc4)CC3)c3ccccc23)cc1. The result is 0 (non-inhibitor). (2) The compound is Cc1ccc(-c2nn(CC(C)(C)C)c3ncnc(N)c23)cc1. The result is 0 (non-inhibitor).